From a dataset of Full USPTO retrosynthesis dataset with 1.9M reactions from patents (1976-2016). Predict the reactants needed to synthesize the given product. (1) Given the product [CH3:1][O:2][C:3]1[CH:4]=[C:5]([N:9]([CH3:30])[C:10]2[C:22]3[C:21]4[C:16](=[CH:17][CH:18]=[CH:19][CH:20]=4)[NH:15][C:14]=3[N:13]=[C:12]([NH2:23])[N:11]=2)[CH:6]=[CH:7][CH:8]=1, predict the reactants needed to synthesize it. The reactants are: [CH3:1][O:2][C:3]1[CH:4]=[C:5]([N:9]([CH3:30])[C:10]2[C:22]3[C:21]4[C:16](=[CH:17][CH:18]=[CH:19][CH:20]=4)[NH:15][C:14]=3[N:13]=[C:12]([NH:23]C(=O)C(C)(C)C)[N:11]=2)[CH:6]=[CH:7][CH:8]=1.[OH-].[Na+].C(Cl)(Cl)Cl.CO. (2) Given the product [CH2:1]([NH:8][C:9]1[CH:14]=[C:13]([CH:15]2[CH2:16][CH2:17]2)[N:12]=[C:11]([Cl:18])[C:10]=1[NH2:19])[C:2]1[CH:3]=[CH:4][CH:5]=[CH:6][CH:7]=1, predict the reactants needed to synthesize it. The reactants are: [CH2:1]([NH:8][C:9]1[CH:14]=[C:13]([CH:15]2[CH2:17][CH2:16]2)[N:12]=[C:11]([Cl:18])[C:10]=1[N+:19]([O-])=O)[C:2]1[CH:7]=[CH:6][CH:5]=[CH:4][CH:3]=1.O. (3) Given the product [N:6]1[CH:7]=[CH:8][CH:9]=[C:4]([C:3]2[N:10]=[C:17]([C:16]3[CH:20]=[C:12]([OH:11])[CH:13]=[N:14][CH:15]=3)[O:1][N:2]=2)[CH:5]=1, predict the reactants needed to synthesize it. The reactants are: [OH:1][N:2]=[C:3]([NH2:10])[C:4]1[CH:9]=[CH:8][CH:7]=[N:6][CH:5]=1.[OH:11][C:12]1[CH:13]=[N:14][CH:15]=[C:16]([CH:20]=1)[C:17](O)=O.N. (4) Given the product [O:10]1[C:9]2=[CH:8][CH:7]=[CH:6][C:5]([NH2:12])=[C:4]2[CH2:3][CH2:11]1, predict the reactants needed to synthesize it. The reactants are: OC[CH2:3][C:4]1[C:9]([O:10][CH3:11])=[CH:8][CH:7]=[CH:6][C:5]=1[NH:12]C(=O)C(C)(C)C.Br.[OH-].[Na+].